Dataset: Full USPTO retrosynthesis dataset with 1.9M reactions from patents (1976-2016). Task: Predict the reactants needed to synthesize the given product. (1) Given the product [CH3:1][O:2][C:3](=[O:33])[C:4]1[CH:9]=[CH:8][C:7]([CH2:10][N:11]2[CH:15]=[C:14]([C:16]3[CH:21]=[CH:20][C:19]([Cl:22])=[CH:18][C:17]=3[Cl:23])[N:13]=[C:12]2/[CH:24]=[CH:25]/[C:26]2[CH:31]=[CH:30][C:29]([C:38]3[CH:37]=[CH:36][C:35]([F:34])=[C:40]([F:41])[CH:39]=3)=[CH:28][CH:27]=2)=[CH:6][CH:5]=1, predict the reactants needed to synthesize it. The reactants are: [CH3:1][O:2][C:3](=[O:33])[C:4]1[CH:9]=[CH:8][C:7]([CH2:10][N:11]2[CH:15]=[C:14]([C:16]3[CH:21]=[CH:20][C:19]([Cl:22])=[CH:18][C:17]=3[Cl:23])[N:13]=[C:12]2/[CH:24]=[CH:25]/[C:26]2[CH:31]=[CH:30][C:29](Br)=[CH:28][CH:27]=2)=[CH:6][CH:5]=1.[F:34][C:35]1[CH:36]=[C:37](B(O)O)[CH:38]=[CH:39][C:40]=1[F:41]. (2) The reactants are: [C:1]([NH:4][C:5]1[CH:10]=[CH:9][CH:8]=[CH:7][C:6]=1OS(C1C=CC(C)=CC=1)(=O)=O)(=[O:3])[CH3:2].[C:22]([C:24]1[CH:28]=[CH:27][S:26][CH:25]=1)#[CH:23]. Given the product [S:26]1[CH:27]=[CH:28][C:24]([C:22]#[C:23][C:6]2[CH:7]=[CH:8][CH:9]=[CH:10][C:5]=2[NH:4][C:1](=[O:3])[CH3:2])=[CH:25]1, predict the reactants needed to synthesize it.